Dataset: Reaction yield outcomes from USPTO patents with 853,638 reactions. Task: Predict the reaction yield, written as a fraction of the theoretical maximum amount of product (1.0 means a 100% yield; for example, 0.34 means a 34% yield). (1) The reactants are [CH:1]1([CH:4]([N:8]2[CH:12]=[C:11]([C:13]3[N:18]4[CH:19]=[CH:20][N:21]=[C:17]4[CH:16]=[C:15]([C:22]4[CH:23]=[N:24][N:25]([CH3:27])[CH:26]=4)[N:14]=3)[CH:10]=[N:9]2)[CH2:5][C:6]#[N:7])[CH2:3][CH2:2]1.[I:28]N1C(=O)CCC1=O.C(Cl)Cl. The catalyst is CCOC(C)=O. The product is [CH:1]1([CH:4]([N:8]2[CH:12]=[C:11]([C:13]3[N:18]4[C:19]([I:28])=[CH:20][N:21]=[C:17]4[CH:16]=[C:15]([C:22]4[CH:23]=[N:24][N:25]([CH3:27])[CH:26]=4)[N:14]=3)[CH:10]=[N:9]2)[CH2:5][C:6]#[N:7])[CH2:3][CH2:2]1. The yield is 0.757. (2) The reactants are [NH:1]1[C:9]2[C:4](=[CH:5][C:6]([NH:10][C:11]3[CH:16]=[CH:15][N:14]=[C:13]([C:17]4[CH:18]=[C:19]([CH:25]=[CH:26][CH:27]=4)[O:20][CH2:21][C:22]([OH:24])=O)[N:12]=3)=[CH:7][CH:8]=2)[CH:3]=[N:2]1.[NH4+].[Cl-:29].CN(C(ON1N=[N:45][C:40]2C=[CH:42][CH:43]=[N:44][C:39]1=2)=[N+](C)C)C.F[P-](F)(F)(F)(F)F.CCN(CC)CC. The catalyst is CN(C=O)C.O. The product is [ClH:29].[NH:1]1[C:9]2[C:4](=[CH:5][C:6]([NH:10][C:11]3[CH:16]=[CH:15][N:14]=[C:13]([C:17]4[CH:18]=[C:19]([CH:25]=[CH:26][CH:27]=4)[O:20][CH2:21][C:22]([NH:45][C@@H:40]4[CH2:42][CH2:43][NH:44][CH2:39]4)=[O:24])[N:12]=3)=[CH:7][CH:8]=2)[CH:3]=[N:2]1. The yield is 0.120. (3) The reactants are Cl[C:2]1[O:3][C:4]([CH3:13])=[C:5]([C:7]2[CH:12]=[CH:11][CH:10]=[CH:9][CH:8]=2)[N:6]=1.[CH2:14]([NH2:17])[CH2:15][CH3:16]. The catalyst is C(O)C. The product is [CH3:13][C:4]1[O:3][C:2]([NH:17][CH2:14][CH2:15][CH3:16])=[N:6][C:5]=1[C:7]1[CH:12]=[CH:11][CH:10]=[CH:9][CH:8]=1. The yield is 0.520. (4) The reactants are [H-].[Al+3].[Li+].[H-].[H-].[H-].[C:7]([N:15]1[CH2:28][CH2:27][C:26]2[C:25]3[CH:24]=[C:23]([C:29]4[CH:34]=[CH:33][CH:32]=[CH:31][CH:30]=4)[CH:22]=[CH:21][C:20]=3[NH:19][C:18]=2[CH2:17][CH2:16]1)(=O)[C:8]1[CH:13]=[CH:12][CH:11]=[CH:10][CH:9]=1.CCOC(C)=O.CCCCCCC. The catalyst is O1CCCC1. The product is [CH2:7]([N:15]1[CH2:28][CH2:27][C:26]2[C:25]3[CH:24]=[C:23]([C:29]4[CH:34]=[CH:33][CH:32]=[CH:31][CH:30]=4)[CH:22]=[CH:21][C:20]=3[NH:19][C:18]=2[CH2:17][CH2:16]1)[C:8]1[CH:9]=[CH:10][CH:11]=[CH:12][CH:13]=1. The yield is 0.710. (5) The reactants are [Cl:1]C(OC(Cl)C)=O.C([N:21]1[CH2:24][CH:23]([O:25][CH2:26][C:27]2[S:31][C:30]3[CH:32]=[CH:33][CH:34]=[CH:35][C:29]=3[CH:28]=2)[CH2:22]1)(C1C=CC=CC=1)C1C=CC=CC=1.CO. The product is [ClH:1].[S:31]1[C:27]([CH2:26][O:25][CH:23]2[CH2:22][NH:21][CH2:24]2)=[CH:28][C:29]2[CH:35]=[CH:34][CH:33]=[CH:32][C:30]1=2. The yield is 0.900. The catalyst is ClCCl. (6) The product is [CH3:2][N:3]([CH3:36])[S:4]([N:7]1[CH2:8][CH2:9][N:10]([CH2:13][C:14]2[S:18][C:17]([NH:19][C:20]([N:22]([CH:23]3[CH2:28][CH2:27][N:26]([C:42]([CH:37]4[CH2:41][CH2:40][CH2:39][CH2:38]4)=[O:43])[CH2:25][CH2:24]3)[CH:29]3[CH2:30][CH2:31][CH:32]([CH3:35])[CH2:33][CH2:34]3)=[O:21])=[N:16][CH:15]=2)[CH2:11][CH2:12]1)(=[O:5])=[O:6]. No catalyst specified. The yield is 0.490. The reactants are Cl.[CH3:2][N:3]([CH3:36])[S:4]([N:7]1[CH2:12][CH2:11][N:10]([CH2:13][C:14]2[S:18][C:17]([NH:19][C:20]([N:22]([CH:29]3[CH2:34][CH2:33][CH:32]([CH3:35])[CH2:31][CH2:30]3)[CH:23]3[CH2:28][CH2:27][NH:26][CH2:25][CH2:24]3)=[O:21])=[N:16][CH:15]=2)[CH2:9][CH2:8]1)(=[O:6])=[O:5].[CH:37]1([C:42](Cl)=[O:43])[CH2:41][CH2:40][CH2:39][CH2:38]1. (7) The reactants are [CH:1]([N:14]1[C:22]2[C:17](=[CH:18][C:19]([Cl:23])=[CH:20][CH:21]=2)[C:16]([CH2:24][CH2:25][S:26]([C:29]2[CH:38]=[CH:37][C:32]([C:33]([O:35]C)=[O:34])=[CH:31][CH:30]=2)(=[O:28])=[O:27])=[C:15]1[CH2:39][CH2:40][NH:41][S:42]([CH2:45][C:46]1[CH:51]=[CH:50][C:49]([Cl:52])=[C:48]([Cl:53])[CH:47]=1)(=[O:44])=[O:43])([C:8]1[CH:13]=[CH:12][CH:11]=[CH:10][CH:9]=1)[C:2]1[CH:7]=[CH:6][CH:5]=[CH:4][CH:3]=1.C1COCC1.[OH-].[Na+]. The yield is 0.930. The product is [CH:1]([N:14]1[C:22]2[C:17](=[CH:18][C:19]([Cl:23])=[CH:20][CH:21]=2)[C:16]([CH2:24][CH2:25][S:26]([C:29]2[CH:38]=[CH:37][C:32]([C:33]([OH:35])=[O:34])=[CH:31][CH:30]=2)(=[O:28])=[O:27])=[C:15]1[CH2:39][CH2:40][NH:41][S:42]([CH2:45][C:46]1[CH:51]=[CH:50][C:49]([Cl:52])=[C:48]([Cl:53])[CH:47]=1)(=[O:43])=[O:44])([C:2]1[CH:3]=[CH:4][CH:5]=[CH:6][CH:7]=1)[C:8]1[CH:13]=[CH:12][CH:11]=[CH:10][CH:9]=1. The catalyst is CO. (8) The reactants are [C:1]1([N:7]([C:14]2[CH:19]=[CH:18][CH:17]=[CH:16][CH:15]=2)[C:8]2[CH:13]=[CH:12][CH:11]=[CH:10][CH:9]=2)[CH:6]=[CH:5][CH:4]=[CH:3][CH:2]=1.[Br:20]N1C(=O)CCC1=O.C(OCC)(=O)C. The catalyst is O. The product is [CH:17]1[CH:16]=[CH:15][C:14]([N:7]([C:1]2[CH:2]=[CH:3][C:4]([Br:20])=[CH:5][CH:6]=2)[C:8]2[CH:13]=[CH:12][CH:11]=[CH:10][CH:9]=2)=[CH:19][CH:18]=1. The yield is 0.660. (9) The reactants are [NH2:1][C:2]12[CH2:10][CH2:9][CH:6]([CH2:7][CH2:8]1)[CH2:5][N:4]1[C:11](=[O:30])[C:12]([OH:29])=[C:13]([C:15]([NH:17][CH2:18][C:19](=[O:28])[CH2:20][C:21]3[CH:26]=[CH:25][C:24]([F:27])=[CH:23][CH:22]=3)=[O:16])[N:14]=[C:3]21.[CH3:31][N:32]([CH3:38])[C:33](=[O:37])[C:34](O)=[O:35].C(N(CC)C(C)C)(C)C.CN(C(ON1N=NC2C=CC=NC1=2)=[N+](C)C)C.F[P-](F)(F)(F)(F)F. The catalyst is CN(C=O)C.CN(C1C=CN=CC=1)C. The product is [F:27][C:24]1[CH:23]=[CH:22][C:21]([CH2:20][C:19](=[O:28])[CH2:18][NH:17][C:15]([C:13]2[N:14]=[C:3]3[C:2]4([NH:1][C:34](=[O:35])[C:33]([N:32]([CH3:38])[CH3:31])=[O:37])[CH2:10][CH2:9][CH:6]([CH2:7][CH2:8]4)[CH2:5][N:4]3[C:11](=[O:30])[C:12]=2[OH:29])=[O:16])=[CH:26][CH:25]=1. The yield is 0.580.